This data is from TCR-epitope binding with 47,182 pairs between 192 epitopes and 23,139 TCRs. The task is: Binary Classification. Given a T-cell receptor sequence (or CDR3 region) and an epitope sequence, predict whether binding occurs between them. (1) The TCR CDR3 sequence is CASSEGTSTFREQFF. Result: 0 (the TCR does not bind to the epitope). The epitope is FVDGVPFVV. (2) The epitope is IVDTVSALV. The TCR CDR3 sequence is CASSLAVGDSPLHF. Result: 0 (the TCR does not bind to the epitope). (3) The epitope is LEPLVDLPI. The TCR CDR3 sequence is CASSATMGTIYNEQFF. Result: 1 (the TCR binds to the epitope). (4) The epitope is HTTDPSFLGRY. The TCR CDR3 sequence is CASSEVEAGGPLNEQFF. Result: 1 (the TCR binds to the epitope). (5) The epitope is AYILFTRFFYV. The TCR CDR3 sequence is CASSEGPLTGPYEQYF. Result: 0 (the TCR does not bind to the epitope). (6) The epitope is MPASWVMRI. The TCR CDR3 sequence is CASSVPGGSLYEQYF. Result: 1 (the TCR binds to the epitope).